This data is from Catalyst prediction with 721,799 reactions and 888 catalyst types from USPTO. The task is: Predict which catalyst facilitates the given reaction. Reactant: [C:1](Cl)(=[O:4])[CH:2]=[CH2:3].[C:6]([O:10][C:11]([N:13]1[CH2:18][CH2:17][NH:16][CH2:15][CH2:14]1)=[O:12])([CH3:9])([CH3:8])[CH3:7].C(N(CC)CC)C.Cl. Product: [C:6]([O:10][C:11]([N:13]1[CH2:18][CH2:17][N:16]([C:1](=[O:4])[CH:2]=[CH2:3])[CH2:15][CH2:14]1)=[O:12])([CH3:9])([CH3:7])[CH3:8]. The catalyst class is: 4.